This data is from Forward reaction prediction with 1.9M reactions from USPTO patents (1976-2016). The task is: Predict the product of the given reaction. (1) Given the reactants [CH3:1][O:2][C:3]1[CH:8]=[CH:7][C:6]([C:9](=[O:17])[CH2:10][C:11]2[CH:16]=[CH:15][CH:14]=[CH:13][CH:12]=2)=[CH:5][CH:4]=1.Br[CH2:19][C:20]([O:22][CH2:23][CH3:24])=[O:21], predict the reaction product. The product is: [CH2:23]([O:22][C:20](=[O:21])[CH2:19][CH:10]([C:11]1[CH:16]=[CH:15][CH:14]=[CH:13][CH:12]=1)[C:9]([C:6]1[CH:5]=[CH:4][C:3]([O:2][CH3:1])=[CH:8][CH:7]=1)=[O:17])[CH3:24]. (2) Given the reactants [CH3:1][C:2]1[NH:3][C:4]2[C:9]([C:10]=1[C:11](O)=O)=[CH:8][CH:7]=[CH:6][CH:5]=2.[C:14](N1C=CN=C1)(N1C=CN=C1)=[O:15].[CH2:26]([N:33]1[CH2:38][CH2:37][CH:36]([CH2:39][CH2:40][NH2:41])[CH2:35][CH2:34]1)[C:27]1[CH:32]=[CH:31][CH:30]=[CH:29][CH:28]=1, predict the reaction product. The product is: [CH2:26]([N:33]1[CH2:38][CH2:37][CH:36]([CH2:39][CH2:40][NH:41][C:14](=[O:15])[CH2:11][C:10]2[C:9]3[C:4](=[CH:5][CH:6]=[CH:7][CH:8]=3)[NH:3][C:2]=2[CH3:1])[CH2:35][CH2:34]1)[C:27]1[CH:32]=[CH:31][CH:30]=[CH:29][CH:28]=1. (3) Given the reactants C(OC([N:8]1[CH2:12][CH2:11][CH2:10][CH:9]1[C:13](=[O:51])[NH:14][CH:15]([CH2:43][C:44]1[CH:49]=[CH:48][C:47]([F:50])=[CH:46][CH:45]=1)[C:16]([N:18]1C[CH2:22][N:21]([CH:24]([C:36](=[O:39])[NH:37][CH3:38])[CH2:25][C:26]2[CH:35]=[CH:34][C:33]3[C:28](=[CH:29][CH:30]=[CH:31][CH:32]=3)[CH:27]=2)[CH2:20][CH:19]1COC)=[O:17])=O)(C)(C)C.ClCCCl.FC(F)(F)C([O-])=O.O1[CH2:68][CH2:67][O:66][CH2:65]C1, predict the reaction product. The product is: [F:50][C:47]1[CH:48]=[CH:49][C:44]([CH2:43][CH:15]([NH:14][C:13]([CH:9]2[CH2:10][CH2:11][CH2:12][NH:8]2)=[O:51])[C:16]([N:18]2[CH2:19][CH2:20][N:21]([CH:24]([C:36](=[O:39])[NH:37][CH3:38])[CH2:25][C:26]3[CH:35]=[CH:34][C:33]4[C:28](=[CH:29][CH:30]=[CH:31][CH:32]=4)[CH:27]=3)[CH2:22][C:67]2([CH3:68])[O:66][CH3:65])=[O:17])=[CH:45][CH:46]=1. (4) Given the reactants [C-:1]#[N:2].[Na+].C(=O)[C:5]1[CH:10]=[CH:9][CH:8]=[CH:7][CH:6]=1.[F:12][C:13]1[CH:14]=[C:15](/[CH:19]=[CH:20]/[C:21](=O)[CH3:22])[CH:16]=[CH:17][CH:18]=1.Cl.N[CH2:26][C:27]([O:29][CH2:30][CH3:31])=[O:28].C(N(CC)CC)C, predict the reaction product. The product is: [F:12][C:13]1[CH:14]=[C:15]([C:19]2[CH:20]=[C:21]([CH3:22])[N:2]([CH2:26][C:27]([O:29][CH2:30][CH3:31])=[O:28])[C:1]=2[C:5]2[CH:6]=[CH:7][CH:8]=[CH:9][CH:10]=2)[CH:16]=[CH:17][CH:18]=1. (5) Given the reactants Cl[C:2]1[C:3]2[N:26]=[CH:25][CH:24]=[CH:23][C:4]=2[C:5]([N:8]2[CH2:13][CH2:12][N:11]([C:14]([C:16]3[CH:21]=[CH:20][CH:19]=[CH:18][CH:17]=3)=[O:15])[CH2:10][C@H:9]2[CH3:22])=[N:6][N:7]=1.C(=O)([O-])[O-].[Na+].[Na+].[F:33][C:34]([F:45])([F:44])[C:35]1[CH:40]=[CH:39][C:38](B(O)O)=[CH:37][CH:36]=1, predict the reaction product. The product is: [CH3:22][C@H:9]1[N:8]([C:5]2[C:4]3[CH:23]=[CH:24][CH:25]=[N:26][C:3]=3[C:2]([C:38]3[CH:39]=[CH:40][C:35]([C:34]([F:45])([F:44])[F:33])=[CH:36][CH:37]=3)=[N:7][N:6]=2)[CH2:13][CH2:12][N:11]([C:14]([C:16]2[CH:21]=[CH:20][CH:19]=[CH:18][CH:17]=2)=[O:15])[CH2:10]1.